Dataset: Forward reaction prediction with 1.9M reactions from USPTO patents (1976-2016). Task: Predict the product of the given reaction. (1) The product is: [Br:33][CH2:34][CH2:35][O:36][CH2:37][CH2:38][O:26][C:23]1[CH:22]=[CH:21][C:20]([CH2:19][C:3]2[CH:4]=[C:5]([C@H:8]3[C@H:13]([OH:14])[C@@H:12]([OH:15])[C@H:11]([OH:16])[C@@H:10]([CH2:17][OH:18])[O:9]3)[CH:6]=[CH:7][C:2]=2[Cl:1])=[CH:25][CH:24]=1. Given the reactants [Cl:1][C:2]1[CH:7]=[CH:6][C:5]([C@H:8]2[C@H:13]([OH:14])[C@@H:12]([OH:15])[C@H:11]([OH:16])[C@@H:10]([CH2:17][OH:18])[O:9]2)=[CH:4][C:3]=1[CH2:19][C:20]1[CH:25]=[CH:24][C:23]([OH:26])=[CH:22][CH:21]=1.C(=O)([O-])[O-].[Cs+].[Cs+].[Br:33][CH2:34][CH2:35][O:36][CH2:37][CH2:38]Br, predict the reaction product. (2) Given the reactants [I:1]I.[Br:3][C:4]1[CH:5]=[C:6]([C:9]([NH:16][C:17]([NH:19][C:20](=[O:36])[O:21][CH2:22][CH:23]2[C:35]3[CH:34]=[CH:33][CH:32]=[CH:31][C:30]=3[C:29]3[C:24]2=[CH:25][CH:26]=[CH:27][CH:28]=3)=[S:18])([CH3:15])[CH2:10][C:11]([CH2:13][OH:14])=[CH2:12])[S:7][CH:8]=1, predict the reaction product. The product is: [Br:3][C:4]1[CH:5]=[C:6]([C:9]2([CH3:15])[CH2:10][C:11]([CH2:13][OH:14])([CH2:12][I:1])[S:18][C:17]([NH:19][C:20](=[O:36])[O:21][CH2:22][CH:23]3[C:24]4[CH:25]=[CH:26][CH:27]=[CH:28][C:29]=4[C:30]4[C:35]3=[CH:34][CH:33]=[CH:32][CH:31]=4)=[N:16]2)[S:7][CH:8]=1. (3) Given the reactants [F:1][C:2]1[CH:7]=[CH:6][C:5]([N:8]2[C:16]3[C:11](=[CH:12][C:13]([O:17][C@H:18]([C:22]4[CH:27]=[CH:26][CH:25]=[C:24]([O:28][CH3:29])[CH:23]=4)[C@@H:19]([NH2:21])[CH3:20])=[CH:14][CH:15]=3)[CH:10]=[N:9]2)=[CH:4][CH:3]=1.[CH3:30][C:31]1[CH:35]=[CH:34][S:33][C:32]=1[C:36](O)=[O:37], predict the reaction product. The product is: [F:1][C:2]1[CH:3]=[CH:4][C:5]([N:8]2[C:16]3[C:11](=[CH:12][C:13]([O:17][C@H:18]([C:22]4[CH:27]=[CH:26][CH:25]=[C:24]([O:28][CH3:29])[CH:23]=4)[C@@H:19]([NH:21][C:36]([C:32]4[S:33][CH:34]=[CH:35][C:31]=4[CH3:30])=[O:37])[CH3:20])=[CH:14][CH:15]=3)[CH:10]=[N:9]2)=[CH:6][CH:7]=1. (4) Given the reactants [Cl:1][C:2]1[CH:28]=[CH:27][C:5]([CH2:6][N:7]2[C:15]3[C:10](=[CH:11][C:12]([CH:16]=[C:17]4[S:21][C:20](SCCC)=[N:19][C:18]4=[O:26])=[CH:13][CH:14]=3)[CH:9]=[N:8]2)=[C:4]([C:29]([F:32])([F:31])[F:30])[CH:3]=1.[N:33]1([CH:38]2[CH2:43][CH2:42][NH:41][CH2:40][CH2:39]2)[CH:37]=[CH:36][CH:35]=[N:34]1, predict the reaction product. The product is: [Cl:1][C:2]1[CH:28]=[CH:27][C:5]([CH2:6][N:7]2[C:15]3[C:14](=[CH:13][C:12]([CH:16]=[C:17]4[S:21][C:20]([N:41]5[CH2:40][CH2:39][CH:38]([N:33]6[CH:37]=[CH:36][CH:35]=[N:34]6)[CH2:43][CH2:42]5)=[N:19][C:18]4=[O:26])=[CH:11][CH:10]=3)[CH:9]=[N:8]2)=[C:4]([C:29]([F:32])([F:30])[F:31])[CH:3]=1. (5) Given the reactants [Cl:1][C:2]1[CH:7]=[CH:6][C:5]([S:8]([CH:11]([C:24]2[CH:29]=[C:28]([F:30])[CH:27]=[CH:26][C:25]=2[F:31])[C:12]2[N:17]=[CH:16][C:15]([CH:18]=[CH:19][C:20]([O:22][CH3:23])=[O:21])=[CH:14][CH:13]=2)(=[O:10])=[O:9])=[CH:4][CH:3]=1, predict the reaction product. The product is: [Cl:1][C:2]1[CH:7]=[CH:6][C:5]([S:8]([CH:11]([C:24]2[CH:29]=[C:28]([F:30])[CH:27]=[CH:26][C:25]=2[F:31])[C:12]2[N:17]=[CH:16][C:15]([CH2:18][CH2:19][C:20]([O:22][CH3:23])=[O:21])=[CH:14][CH:13]=2)(=[O:10])=[O:9])=[CH:4][CH:3]=1.